This data is from Reaction yield outcomes from USPTO patents with 853,638 reactions. The task is: Predict the reaction yield, written as a fraction of the theoretical maximum amount of product (1.0 means a 100% yield; for example, 0.34 means a 34% yield). (1) The reactants are [H-].[Al+3].[Li+].[H-].[H-].[H-].[CH2:7]([N:14]1[C:18](=O)[CH2:17][CH:16]([C:20]2[C:28]3[C:27]4[CH:29]=[CH:30][CH2:31][O:32][C:26]=4[CH:25]=[CH:24][C:23]=3[NH:22][CH:21]=2)[C:15]1=O)[C:8]1[CH:13]=[CH:12][CH:11]=[CH:10][CH:9]=1. The yield is 1.00. The product is [CH2:7]([N:14]1[CH2:18][CH2:17][CH:16]([C:20]2[C:28]3[C:27]4[CH:29]=[CH:30][CH2:31][O:32][C:26]=4[CH:25]=[CH:24][C:23]=3[NH:22][CH:21]=2)[CH2:15]1)[C:8]1[CH:9]=[CH:10][CH:11]=[CH:12][CH:13]=1. The catalyst is C1COCC1.[OH-].[Na+]. (2) The reactants are [OH:1][C:2]1[CH:3]=[C:4]([C:12]([O:14][CH3:15])=[O:13])[CH:5]=[C:6]([CH:11]=1)[C:7]([O:9][CH3:10])=[O:8].[F:16][C:17]1[CH:22]=[CH:21][C:20](B(O)O)=[CH:19][CH:18]=1.C(N(CC)CC)C.FOB(C1C=CC=CC=1)O.Cl. The catalyst is C(Cl)Cl.C([O-])(=O)C.[Cu+2].C([O-])(=O)C.CO.CCOC(C)=O.C(Cl)(Cl)Cl. The product is [F:16][C:17]1[CH:22]=[CH:21][C:20]([O:1][C:2]2[CH:11]=[C:6]([C:7]([O:9][CH3:10])=[O:8])[CH:5]=[C:4]([CH:3]=2)[C:12]([O:14][CH3:15])=[O:13])=[CH:19][CH:18]=1. The yield is 0.850. (3) The reactants are Cl[C:2]1[CH:9]=[CH:8][C:5]([C:6]#[N:7])=[CH:4][N:3]=1.P(Br)(Br)[Br:11]. No catalyst specified. The product is [Br:11][C:2]1[CH:9]=[CH:8][C:5]([C:6]#[N:7])=[CH:4][N:3]=1. The yield is 0.810. (4) The reactants are [F:1][C:2]1[CH:7]=[CH:6][C:5]([O:8][CH3:9])=[C:4]([O:10][CH3:11])[CH:3]=1.[Li]CCCC.Cl.C[CH2:19][O:20]C(C)=O. The catalyst is C1COCC1. The product is [F:1][C:2]1[C:3]([CH:19]=[O:20])=[C:4]([O:10][CH3:11])[C:5]([O:8][CH3:9])=[CH:6][CH:7]=1. The yield is 0.820.